Dataset: Full USPTO retrosynthesis dataset with 1.9M reactions from patents (1976-2016). Task: Predict the reactants needed to synthesize the given product. (1) Given the product [CH3:10][N:11]1[CH:15]=[C:14]([C:2]2[N:7]=[CH:6][C:5]([CH2:8][OH:9])=[CH:4][CH:3]=2)[CH:13]=[N:12]1, predict the reactants needed to synthesize it. The reactants are: Cl[C:2]1[N:7]=[CH:6][C:5]([CH2:8][OH:9])=[CH:4][CH:3]=1.[CH3:10][N:11]1[CH:15]=[C:14](B2OC(C)(C)C(C)(C)O2)[CH:13]=[N:12]1.C(=O)([O-])[O-].[Na+].[Na+].C(OCC)(=O)C. (2) Given the product [Cl:28][C:22]1[CH:23]=[C:24]([Cl:27])[CH:25]=[CH:26][C:21]=1[C:16]1[N:17]=[C:18]([CH2:19][CH3:20])[C:13]([NH:12][C@H:6]2[C@@H:7]([O:9][CH2:10][CH3:11])[CH2:8][N:4]([C:1]([N:31]3[CH2:36][CH2:35][O:34][CH2:33][CH2:32]3)=[O:3])[CH2:5]2)=[N:14][C:15]=1[CH2:29][CH3:30], predict the reactants needed to synthesize it. The reactants are: [C:1]([N:4]1[CH2:8][C@H:7]([O:9][CH2:10][CH3:11])[C@H:6]([NH:12][C:13]2[C:18]([CH2:19][CH3:20])=[N:17][C:16]([C:21]3[CH:26]=[CH:25][C:24]([Cl:27])=[CH:23][C:22]=3[Cl:28])=[C:15]([CH2:29][CH3:30])[N:14]=2)[CH2:5]1)(=[O:3])C.[N:31]1(C(Cl)=O)[CH2:36][CH2:35][O:34][CH2:33][CH2:32]1.